From a dataset of Reaction yield outcomes from USPTO patents with 853,638 reactions. Predict the reaction yield, written as a fraction of the theoretical maximum amount of product (1.0 means a 100% yield; for example, 0.34 means a 34% yield). (1) The reactants are Cl[C:2]1[C:7]([N+:8]([O-])=O)=[CH:6][CH:5]=[C:4]([O:11][CH3:12])[N:3]=1.[C:13]1([NH:19][C:20](=O)[CH3:21])[CH:18]=[CH:17][CH:16]=[CH:15][CH:14]=1. No catalyst specified. The product is [CH3:12][O:11][C:4]1[N:3]=[C:2]2[N:19]([C:13]3[CH:18]=[CH:17][CH:16]=[CH:15][CH:14]=3)[C:20]([CH3:21])=[N:8][C:7]2=[CH:6][CH:5]=1. The yield is 0.940. (2) The reactants are OS(O)(=O)=O.[CH2:6]([CH:9]1[CH2:14][CH2:13][CH:12]([CH2:15][OH:16])[CH2:11][CH2:10]1)[C:7]#[CH:8].C([OH:20])(C)C.O. The catalyst is CC(C)=O.CCOCC.[O-2].[O-2].[O-2].[Cr+6]. The product is [CH2:6]([CH:9]1[CH2:14][CH2:13][CH:12]([C:15]([OH:20])=[O:16])[CH2:11][CH2:10]1)[C:7]#[CH:8]. The yield is 0.730. (3) The reactants are [C:1]1(=[O:8])[CH2:6][CH2:5][CH2:4][C:3](=O)[CH2:2]1.C([O-])(=O)C.[NH4+:13].[CH:14]([CH:16]=[CH2:17])=O. The catalyst is C1(C)C=CC=CC=1. The product is [O:8]=[C:1]1[CH2:6][CH2:5][CH2:4][C:3]2[N:13]=[CH:14][CH:16]=[CH:17][C:2]1=2. The yield is 0.188. (4) The reactants are Br[C:2]1[N:6]2[N:7]=[C:8]([C:11]([O:13]C)=[O:12])[CH:9]=[CH:10][C:5]2=[N:4][CH:3]=1.[Cl:15][C:16]1[CH:17]=[C:18](B(O)O)[CH:19]=[CH:20][CH:21]=1.C([O-])([O-])=O.[Cs+].[Cs+].O1CCOCC1. The catalyst is C(O)C.O. The product is [Cl:15][C:16]1[CH:21]=[C:20]([C:2]2[N:6]3[N:7]=[C:8]([C:11]([OH:13])=[O:12])[CH:9]=[CH:10][C:5]3=[N:4][CH:3]=2)[CH:19]=[CH:18][CH:17]=1. The yield is 0.810.